From a dataset of Reaction yield outcomes from USPTO patents with 853,638 reactions. Predict the reaction yield, written as a fraction of the theoretical maximum amount of product (1.0 means a 100% yield; for example, 0.34 means a 34% yield). (1) The reactants are [CH3:1][O:2][C:3]1[CH:4]=[C:5]([C:11]([C:13]2[CH:18]=[C:17]([O:19][CH3:20])[C:16]([O:21][CH3:22])=[C:15]([O:23][CH3:24])[CH:14]=2)=O)[CH:6]=[CH:7][C:8]=1[O:9][CH3:10].C(OP([CH2:33][C:34]#[N:35])(=O)OCC)C.C[Si]([N-][Si](C)(C)C)(C)C.[K+].COC1C=C(C(C2C=CC=C(OC)C=2)=CC#N)C=C(OC)C=1. The catalyst is C1COCC1. The product is [CH3:1][O:2][C:3]1[CH:4]=[C:5]([C:11]([C:13]2[CH:18]=[C:17]([O:19][CH3:20])[C:16]([O:21][CH3:22])=[C:15]([O:23][CH3:24])[CH:14]=2)=[CH:33][C:34]#[N:35])[CH:6]=[CH:7][C:8]=1[O:9][CH3:10]. The yield is 0.770. (2) The product is [F:1][C:2]1[CH:3]=[C:4]([S:8][C@@H:13]2[CH:14]3[CH2:17][CH2:18][N:11]([CH2:16][CH2:15]3)[CH2:12]2)[CH:5]=[CH:6][CH:7]=1. The reactants are [F:1][C:2]1[CH:3]=[C:4]([SH:8])[CH:5]=[CH:6][CH:7]=1.[H-].[Na+].[N:11]12[CH2:18][CH2:17][CH:14]([CH2:15][CH2:16]1)[C@H:13](OS(C)(=O)=O)[CH2:12]2. The catalyst is CN(C=O)C. The yield is 0.730. (3) The reactants are [CH3:1][O:2][C:3]1[CH:4]=[C:5]2[C:9](=[CH:10][CH:11]=1)[N:8]([CH3:12])[CH:7]=[C:6]2[C:13]1[N:30](COCC[Si](C)(C)C)[C:16]2[N:17]=[CH:18][C:19]3[N:20]([C:21]([C:24]4[CH:29]=[CH:28][CH:27]=[CH:26][CH:25]=4)=[N:22][CH:23]=3)[C:15]=2[CH:14]=1.C(N)CN.CCCC[N+](CCCC)(CCCC)CCCC.[F-]. The catalyst is CN(C=O)C.CCOC(C)=O. The product is [CH3:1][O:2][C:3]1[CH:4]=[C:5]2[C:9](=[CH:10][CH:11]=1)[N:8]([CH3:12])[CH:7]=[C:6]2[C:13]1[NH:30][C:16]2[N:17]=[CH:18][C:19]3[N:20]([C:21]([C:24]4[CH:25]=[CH:26][CH:27]=[CH:28][CH:29]=4)=[N:22][CH:23]=3)[C:15]=2[CH:14]=1. The yield is 0.100. (4) The reactants are C(=O)([O-])[O-].[K+].[K+].[NH:7]1[CH2:12][CH2:11][O:10][CH2:9][CH2:8]1.F[C:14]1[CH:21]=[CH:20][C:19]([CH3:22])=[CH:18][C:15]=1[C:16]#[N:17].O. The catalyst is CN(C)C=O. The product is [CH3:22][C:19]1[CH:20]=[CH:21][C:14]([N:7]2[CH2:12][CH2:11][O:10][CH2:9][CH2:8]2)=[C:15]([CH:18]=1)[C:16]#[N:17]. The yield is 0.500. (5) The reactants are [Br:1][C:2]1[CH:3]=[C:4]([NH2:9])[C:5]([NH2:8])=[N:6][CH:7]=1.[N:10]([CH2:13][CH3:14])=[C:11]=S.C(N=C=NC(C)C)(C)C.C(OCC)(=O)C. The catalyst is CN1C(=O)CCC1.O. The product is [Br:1][C:2]1[CH:3]=[C:4]2[N:9]=[C:11]([NH:10][CH2:13][CH3:14])[NH:8][C:5]2=[N:6][CH:7]=1. The yield is 0.750. (6) The reactants are [Mg].Br[C:3]1[CH:8]=[CH:7][C:6]([Cl:9])=[C:5]([Cl:10])[CH:4]=1.[CH3:11][C:12]1[CH2:17][CH2:16][CH2:15][C:14]([CH3:19])([CH3:18])[C:13]=1[CH2:20][CH:21]=[O:22]. The catalyst is C(OCC)C. The product is [Cl:10][C:5]1[CH:4]=[C:3]([CH:21]([OH:22])[CH2:20][C:13]2[C:14]([CH3:18])([CH3:19])[CH2:15][CH2:16][CH2:17][C:12]=2[CH3:11])[CH:8]=[CH:7][C:6]=1[Cl:9]. The yield is 0.360. (7) The reactants are C([O:3][C:4](=[O:44])[C:5]([NH:7][C:8]1[CH:9]=[C:10]([C:24]2[CH:29]=[CH:28][C:27]([CH2:30][C:31]3[C:35]4[CH:36]=[CH:37][CH:38]=[CH:39][C:34]=4[O:33][C:32]=3[CH2:40][CH2:41][CH2:42][CH3:43])=[CH:26][CH:25]=2)[CH:11]=[CH:12][C:13]=1[O:14][CH2:15][CH2:16][CH2:17][C:18]1[CH:23]=[CH:22][CH:21]=[CH:20][CH:19]=1)=[O:6])C.[OH-].[Na+].Cl. The catalyst is C(O)C. The product is [CH2:40]([C:32]1[O:33][C:34]2[CH:39]=[CH:38][CH:37]=[CH:36][C:35]=2[C:31]=1[CH2:30][C:27]1[CH:28]=[CH:29][C:24]([C:10]2[CH:11]=[CH:12][C:13]([O:14][CH2:15][CH2:16][CH2:17][C:18]3[CH:19]=[CH:20][CH:21]=[CH:22][CH:23]=3)=[C:8]([NH:7][C:5](=[O:6])[C:4]([OH:44])=[O:3])[CH:9]=2)=[CH:25][CH:26]=1)[CH2:41][CH2:42][CH3:43]. The yield is 0.280. (8) The reactants are [CH3:1][S:2](Cl)(=[O:4])=[O:3].[NH2:6][C:7]1[C:26]([C:27]2[CH:32]=[CH:31][CH:30]=[C:29]([C:33](=[O:44])[NH:34][C:35]([C:38]3[CH:43]=[CH:42][CH:41]=[CH:40][CH:39]=3)([CH3:37])[CH3:36])[CH:28]=2)=[CH:25][C:10]2[C:11]([C:21]([NH:23][CH3:24])=[O:22])=[C:12]([C:14]3[CH:19]=[CH:18][C:17]([F:20])=[CH:16][CH:15]=3)[O:13][C:9]=2[CH:8]=1.Br[CH2:46][CH2:47][O:48][Si](C(C)(C)C)(C)C.C([O-])([O-])=O.[Na+].[Na+]. The catalyst is N1C=CC=CC=1.CCOC(C)=O. The product is [F:20][C:17]1[CH:16]=[CH:15][C:14]([C:12]2[O:13][C:9]3[CH:8]=[C:7]([N:6]([CH2:46][CH2:47][OH:48])[S:2]([CH3:1])(=[O:4])=[O:3])[C:26]([C:27]4[CH:32]=[CH:31][CH:30]=[C:29]([C:33](=[O:44])[NH:34][C:35]([C:38]5[CH:39]=[CH:40][CH:41]=[CH:42][CH:43]=5)([CH3:37])[CH3:36])[CH:28]=4)=[CH:25][C:10]=3[C:11]=2[C:21]([NH:23][CH3:24])=[O:22])=[CH:19][CH:18]=1. The yield is 0.390. (9) The reactants are Cl[C:2]1[C:11]2[C:6](=[CH:7][N:8]=[C:9]([F:12])[CH:10]=2)[N:5]=[CH:4][C:3]=1[C:13]#[N:14].[O:15]([C:22]1[CH:23]=[C:24]([CH:26]=[CH:27][CH:28]=1)[NH2:25])[C:16]1[CH:21]=[CH:20][CH:19]=[CH:18][CH:17]=1.CCOC(C)=O.ClC1C2C(=NC=CC=2)N=CC=1. The catalyst is C(OCCO)C. The product is [F:12][C:9]1[CH:10]=[C:11]2[C:6](=[CH:7][N:8]=1)[N:5]=[CH:4][C:3]([C:13]#[N:14])=[C:2]2[NH:25][C:24]1[CH:26]=[CH:27][CH:28]=[C:22]([O:15][C:16]2[CH:17]=[CH:18][CH:19]=[CH:20][CH:21]=2)[CH:23]=1. The yield is 1.00.